Dataset: Reaction yield outcomes from USPTO patents with 853,638 reactions. Task: Predict the reaction yield, written as a fraction of the theoretical maximum amount of product (1.0 means a 100% yield; for example, 0.34 means a 34% yield). The reactants are [CH3:1][S:2](Cl)(=[O:4])=[O:3].[CH3:6][O:7][CH2:8][O:9][CH:10]([C:12]1[CH:13]=[CH:14][C:15]([CH2:18][CH2:19][OH:20])=[N:16][CH:17]=1)[CH3:11].C(N(CC)CC)C. The catalyst is ClCCl.O. The product is [CH3:1][S:2]([O:20][CH2:19][CH2:18][C:15]1[CH:14]=[CH:13][C:12]([CH:10]([O:9][CH2:8][O:7][CH3:6])[CH3:11])=[CH:17][N:16]=1)(=[O:4])=[O:3]. The yield is 0.880.